Task: Predict the reactants needed to synthesize the given product.. Dataset: Full USPTO retrosynthesis dataset with 1.9M reactions from patents (1976-2016) (1) Given the product [NH2:17][CH2:16][C:15]1[CH:14]=[CH:13][C:8]([C:9]([O:11][CH3:12])=[O:10])=[CH:7][C:6]=1[O:5][CH2:4][CH:1]1[CH2:3][CH2:2]1, predict the reactants needed to synthesize it. The reactants are: [CH:1]1([CH2:4][O:5][C:6]2[CH:7]=[C:8]([CH:13]=[CH:14][C:15]=2/[CH:16]=[N:17]\OC)[C:9]([O:11][CH3:12])=[O:10])[CH2:3][CH2:2]1.Cl. (2) The reactants are: [Br:1][C:2]1[CH:8]=[CH:7][C:5]([NH2:6])=[CH:4][CH:3]=1.[Cl:9][C:10]1[CH:18]=[C:17]([Cl:19])[CH:16]=[CH:15][C:11]=1[C:12]([Cl:14])=O.C(N(CC)CC)C. Given the product [Br:1][C:2]1[CH:8]=[CH:7][C:5]([N:6]=[C:12]([Cl:14])[C:11]2[CH:15]=[CH:16][C:17]([Cl:19])=[CH:18][C:10]=2[Cl:9])=[CH:4][CH:3]=1, predict the reactants needed to synthesize it. (3) Given the product [C:13]([N:15]1[CH2:20][CH2:19][CH2:18][C@@H:17]([N:21]2[C:25]3=[N:26][CH:27]=[N:28][C:29]([NH2:30])=[C:24]3[C:23]([C:31]([NH:32][C:33]3[O:34][C:35]4[CH:41]=[CH:40][C:39]([C:42]5[S:43][CH:44]=[CH:45][CH:46]=5)=[CH:38][C:36]=4[N:37]=3)=[O:47])=[N:22]2)[CH2:16]1)(=[O:12])[CH:3]=[CH2:4], predict the reactants needed to synthesize it. The reactants are: Cl.O1CCO[CH2:4][CH2:3]1.C([O:12][C:13]([N:15]1[CH2:20][CH2:19][CH2:18][C@@H:17]([N:21]2[C:25]3=[N:26][CH:27]=[N:28][C:29]([NH2:30])=[C:24]3[C:23]([C:31](=[O:47])[NH:32][C:33]3[O:34][C:35]4[CH:41]=[CH:40][C:39]([C:42]5[S:43][CH:44]=[CH:45][CH:46]=5)=[CH:38][C:36]=4[N:37]=3)=[N:22]2)[CH2:16]1)=O)(C)(C)C. (4) Given the product [Cl:1][C:2]1[C:10]2[N:9]=[N:8][N:7]([CH2:11][CH:12]3[CH2:14][CH2:13]3)[C:6]=2[CH:5]=[CH:4][C:3]=1[OH:15], predict the reactants needed to synthesize it. The reactants are: [Cl:1][C:2]1[C:10]2[N:9]=[N:8][N:7]([CH2:11][CH:12]3[CH2:14][CH2:13]3)[C:6]=2[CH:5]=[CH:4][C:3]=1[O:15]C.B(Br)(Br)Br. (5) Given the product [O:14]([C:21]1[CH:22]=[CH:23][C:24]([CH2:25][NH:26][C:4](=[O:6])[C:3]2[CH:7]=[CH:8][C:9]([CH2:11][O:12][CH3:13])=[N:10][C:2]=2[NH2:1])=[CH:27][CH:28]=1)[C:15]1[CH:20]=[CH:19][CH:18]=[CH:17][CH:16]=1, predict the reactants needed to synthesize it. The reactants are: [NH2:1][C:2]1[N:10]=[C:9]([CH2:11][O:12][CH3:13])[CH:8]=[CH:7][C:3]=1[C:4]([OH:6])=O.[O:14]([C:21]1[CH:28]=[CH:27][C:24]([CH2:25][NH2:26])=[CH:23][CH:22]=1)[C:15]1[CH:20]=[CH:19][CH:18]=[CH:17][CH:16]=1.C(N(CC)CC)C.CN([P+](ON1N=NC2C=CC=CC1=2)(N(C)C)N(C)C)C.F[P-](F)(F)(F)(F)F.